From a dataset of Forward reaction prediction with 1.9M reactions from USPTO patents (1976-2016). Predict the product of the given reaction. (1) Given the reactants [C:1]([C:4]1[CH:9]=[CH:8][C:7]([C:10]2[N:11]([C:22]3[CH:27]=[CH:26][C:25]([Cl:28])=[CH:24][C:23]=3[O:29][CH3:30])[CH:12]=[CH:13][C:14]=2CCC(OCC)=O)=[C:6]([CH3:31])[CH:5]=1)(=[O:3])[NH2:2].[Li+].[OH-].C[CH2:35][O:36]C(C)=O, predict the reaction product. The product is: [Cl:28][C:25]1[CH:26]=[CH:27][C:22]([N:11]2[CH:12]=[CH:13][C:14]([CH2:35][OH:36])=[C:10]2[C:7]2[CH:8]=[CH:9][C:4]([C:1]([NH2:2])=[O:3])=[CH:5][C:6]=2[CH3:31])=[C:23]([O:29][CH3:30])[CH:24]=1. (2) Given the reactants Br[C:2]1[CH:7]=[CH:6][CH:5]=[C:4]([Br:8])[N:3]=1.[F:9][C:10]1[CH:17]=[CH:16][C:13]([C:14]#[N:15])=[C:12](B2OC(C)(C)C(C)(C)O2)[CH:11]=1.P([O-])([O-])([O-])=O.[K+].[K+].[K+], predict the reaction product. The product is: [F:9][C:10]1[CH:17]=[CH:16][C:13]([C:14]#[N:15])=[C:12]([C:2]2[CH:7]=[CH:6][CH:5]=[C:4]([Br:8])[N:3]=2)[CH:11]=1.